Dataset: Catalyst prediction with 721,799 reactions and 888 catalyst types from USPTO. Task: Predict which catalyst facilitates the given reaction. (1) Reactant: [H-].C([Al+]CC(C)C)C(C)C.[CH3:11][CH:12]([C:44](OC)=[O:45])[C@H:13]([NH:24][C:25]1([C:38]2[CH:43]=[CH:42][CH:41]=[CH:40][CH:39]=2)[C:37]2[CH:36]=[CH:35][CH:34]=[CH:33][C:32]=2[C:31]2[C:26]1=[CH:27][CH:28]=[CH:29][CH:30]=2)[C:14]([O:16][CH2:17][C:18]1[CH:23]=[CH:22][CH:21]=[CH:20][CH:19]=1)=[O:15]. Product: [OH:45][CH2:44][C@@H:12]([CH3:11])[C@H:13]([NH:24][C:25]1([C:38]2[CH:43]=[CH:42][CH:41]=[CH:40][CH:39]=2)[C:26]2[CH:27]=[CH:28][CH:29]=[CH:30][C:31]=2[C:32]2[C:37]1=[CH:36][CH:35]=[CH:34][CH:33]=2)[C:14]([O:16][CH2:17][C:18]1[CH:19]=[CH:20][CH:21]=[CH:22][CH:23]=1)=[O:15]. The catalyst class is: 1. (2) Reactant: [N:1]1[C:6]2[CH2:7][CH2:8][NH:9][CH2:10][C:5]=2[CH:4]=[N:3][C:2]=1[C:11]1[CH:16]=[CH:15][C:14]([C:17](=[O:19])[CH3:18])=[CH:13][CH:12]=1.Cl[CH:21]1[CH2:26][N:25]([CH:27]2[CH2:30][CH2:29][CH2:28]2)[CH2:24][CH2:23][NH:22]1.[C:31](N)(=[O:33])[CH3:32].C([O-])([O-])=O.[K+].[K+].[Na+].[I-]. Product: [C:17]([C:14]1[CH:15]=[CH:16][C:11]([C:2]2[N:3]=[CH:4][C:5]3[CH2:10][N:9]([CH2:32][C:31]([N:22]4[CH2:23][CH2:24][N:25]([CH:27]5[CH2:30][CH2:29][CH2:28]5)[CH2:26][CH2:21]4)=[O:33])[CH2:8][CH2:7][C:6]=3[N:1]=2)=[CH:12][CH:13]=1)(=[O:19])[CH3:18]. The catalyst class is: 47.